Dataset: NCI-60 drug combinations with 297,098 pairs across 59 cell lines. Task: Regression. Given two drug SMILES strings and cell line genomic features, predict the synergy score measuring deviation from expected non-interaction effect. (1) Drug 1: CC(C)(C#N)C1=CC(=CC(=C1)CN2C=NC=N2)C(C)(C)C#N. Drug 2: C1C(C(OC1N2C=NC3=C2NC=NCC3O)CO)O. Cell line: MDA-MB-231. Synergy scores: CSS=-1.18, Synergy_ZIP=0.937, Synergy_Bliss=-1.50, Synergy_Loewe=-3.48, Synergy_HSA=-4.14. (2) Drug 1: C1=NC(=NC(=O)N1C2C(C(C(O2)CO)O)O)N. Drug 2: CCN(CC)CCNC(=O)C1=C(NC(=C1C)C=C2C3=C(C=CC(=C3)F)NC2=O)C. Cell line: KM12. Synergy scores: CSS=40.7, Synergy_ZIP=-5.34, Synergy_Bliss=-5.18, Synergy_Loewe=-13.9, Synergy_HSA=-4.16. (3) Drug 1: CN1C2=C(C=C(C=C2)N(CCCl)CCCl)N=C1CCCC(=O)O.Cl. Drug 2: COC1=NC(=NC2=C1N=CN2C3C(C(C(O3)CO)O)O)N. Cell line: MDA-MB-435. Synergy scores: CSS=22.4, Synergy_ZIP=-7.19, Synergy_Bliss=-10.1, Synergy_Loewe=-24.9, Synergy_HSA=-9.54. (4) Drug 1: CC1CCC2CC(C(=CC=CC=CC(CC(C(=O)C(C(C(=CC(C(=O)CC(OC(=O)C3CCCCN3C(=O)C(=O)C1(O2)O)C(C)CC4CCC(C(C4)OC)OCCO)C)C)O)OC)C)C)C)OC. Drug 2: CN(CCCl)CCCl.Cl. Cell line: SNB-75. Synergy scores: CSS=18.0, Synergy_ZIP=-3.82, Synergy_Bliss=-2.92, Synergy_Loewe=-1.04, Synergy_HSA=-0.282. (5) Drug 1: CC1=C2C(C(=O)C3(C(CC4C(C3C(C(C2(C)C)(CC1OC(=O)C(C(C5=CC=CC=C5)NC(=O)OC(C)(C)C)O)O)OC(=O)C6=CC=CC=C6)(CO4)OC(=O)C)O)C)O. Drug 2: CNC(=O)C1=NC=CC(=C1)OC2=CC=C(C=C2)NC(=O)NC3=CC(=C(C=C3)Cl)C(F)(F)F. Cell line: SF-539. Synergy scores: CSS=17.2, Synergy_ZIP=26.4, Synergy_Bliss=31.0, Synergy_Loewe=19.2, Synergy_HSA=27.5.